Dataset: Cav3 T-type calcium channel HTS with 100,875 compounds. Task: Binary Classification. Given a drug SMILES string, predict its activity (active/inactive) in a high-throughput screening assay against a specified biological target. (1) The drug is Brc1cc2C(N(C(=O)CN3CCOCC3)CC(=O)Nc2cc1)c1ccccc1. The result is 0 (inactive). (2) The drug is O(c1cc2C(NCCc2cc1OC)Cc1ccc(O)cc1)C. The result is 0 (inactive).